This data is from Forward reaction prediction with 1.9M reactions from USPTO patents (1976-2016). The task is: Predict the product of the given reaction. (1) Given the reactants [F:1][C:2]1[C:3]2[CH:4]=[C:5]3[C:14]4[N:15]=[C:16]([C:19]5[C:20]([N:39]([CH3:44])[S:40]([CH3:43])(=[O:42])=[O:41])=[CH:21][C:22]6[O:26][C:25]([C:27]7[CH:32]=[CH:31][C:30]([F:33])=[CH:29][CH:28]=7)=[C:24]([C:34](=[O:37])[NH:35][CH3:36])[C:23]=6[CH:38]=5)[CH:17]=[CH:18][C:13]=4[N:12]=[C:11]([CH2:45][C:46](OC)=[O:47])[N:6]3[C:7]=2[CH:8]=[CH:9][CH:10]=1.[BH4-].[Na+], predict the reaction product. The product is: [F:1][C:2]1[C:3]2[CH:4]=[C:5]3[C:14]4[N:15]=[C:16]([C:19]5[C:20]([N:39]([CH3:44])[S:40]([CH3:43])(=[O:42])=[O:41])=[CH:21][C:22]6[O:26][C:25]([C:27]7[CH:32]=[CH:31][C:30]([F:33])=[CH:29][CH:28]=7)=[C:24]([C:34]([NH:35][CH3:36])=[O:37])[C:23]=6[CH:38]=5)[CH:17]=[CH:18][C:13]=4[NH:12][CH:11]([CH2:45][CH2:46][OH:47])[N:6]3[C:7]=2[CH:8]=[CH:9][CH:10]=1. (2) Given the reactants Br[CH2:2][C:3]1[O:4][CH:5]=[C:6]([OH:10])[C:7](=[O:9])[CH:8]=1.[C:11]([O:15][C:16]([N:18]1[CH2:23][CH2:22][NH:21][CH2:20][CH2:19]1)=[O:17])([CH3:14])([CH3:13])[CH3:12].C(N(CC)CC)C, predict the reaction product. The product is: [OH:10][C:6]1[C:7](=[O:9])[CH:8]=[C:3]([CH2:2][N:21]2[CH2:20][CH2:19][N:18]([C:16]([O:15][C:11]([CH3:14])([CH3:13])[CH3:12])=[O:17])[CH2:23][CH2:22]2)[O:4][CH:5]=1. (3) Given the reactants [C:1]([O:5][C:6]([N:8]1[CH2:13][CH2:12][N:11]([C:14]2[CH:19]=[CH:18][C:17]([C:20]3[S:21][C:22]4[CH:28]=[C:27]([NH2:29])[CH:26]=[CH:25][C:23]=4[N:24]=3)=[CH:16][N:15]=2)[CH2:10][CH2:9]1)=[O:7])([CH3:4])([CH3:3])[CH3:2].[CH3:30][S:31](Cl)(=[O:33])=[O:32].N1C=CC=CC=1, predict the reaction product. The product is: [CH3:30][S:31]([NH:29][C:27]1[CH:26]=[CH:25][C:23]2[N:24]=[C:20]([C:17]3[CH:18]=[CH:19][C:14]([N:11]4[CH2:10][CH2:9][N:8]([C:6]([O:5][C:1]([CH3:4])([CH3:2])[CH3:3])=[O:7])[CH2:13][CH2:12]4)=[N:15][CH:16]=3)[S:21][C:22]=2[CH:28]=1)(=[O:33])=[O:32]. (4) Given the reactants [OH:1][CH2:2][CH2:3][N:4]([CH3:24])[CH2:5][CH2:6][CH2:7][CH2:8][CH2:9][CH2:10][CH2:11][C:12]([NH:14][C:15]1[CH:23]=[CH:22][C:18]([C:19]([OH:21])=O)=[CH:17][CH:16]=1)=[O:13].C(N(CC)C(C)C)(C)C.O.ON1C2C=CC=CC=2N=N1.[NH2:45][CH2:46][C:47]1[C:52]([CH2:53][CH3:54])=[N:51][C:50]2[N:55]([CH2:58][CH3:59])[N:56]=[CH:57][C:49]=2[C:48]=1[NH:60][CH:61]1[CH2:66][CH2:65][O:64][CH2:63][CH2:62]1, predict the reaction product. The product is: [CH2:58]([N:55]1[C:50]2=[N:51][C:52]([CH2:53][CH3:54])=[C:47]([CH2:46][NH:45][C:19](=[O:21])[C:18]3[CH:17]=[CH:16][C:15]([NH:14][C:12](=[O:13])[CH2:11][CH2:10][CH2:9][CH2:8][CH2:7][CH2:6][CH2:5][N:4]([CH2:3][CH2:2][OH:1])[CH3:24])=[CH:23][CH:22]=3)[C:48]([NH:60][CH:61]3[CH2:62][CH2:63][O:64][CH2:65][CH2:66]3)=[C:49]2[CH:57]=[N:56]1)[CH3:59]. (5) Given the reactants C([O:3][C:4](=[O:28])[CH2:5][S:6][C:7]1[S:11][C:10]([NH:12][C:13]([N:15]([CH:21]2[CH2:27][CH2:26][CH2:25][CH2:24][CH2:23][CH2:22]2)[CH:16]2[CH2:20][CH2:19][CH2:18][CH2:17]2)=[O:14])=[N:9][CH:8]=1)C.C1(NC2CCCC2)CCCCCC1.NC1SC=NC=1.C(OC(=O)CS)C, predict the reaction product. The product is: [CH:21]1([N:15]([CH:16]2[CH2:20][CH2:19][CH2:18][CH2:17]2)[C:13](=[O:14])[NH:12][C:10]2[S:11][C:7]([S:6][CH2:5][C:4]([OH:28])=[O:3])=[CH:8][N:9]=2)[CH2:22][CH2:23][CH2:24][CH2:25][CH2:26][CH2:27]1. (6) Given the reactants Br[C:2]1[C:3](=[O:33])[N:4]([CH2:22][C:23]2[CH:32]=[CH:31][C:26]([C:27]([O:29][CH3:30])=[O:28])=[CH:25][CH:24]=2)[C:5]2[C:10]([C:11]=1[O:12][CH2:13][C:14]1[CH:19]=[CH:18][C:17]([F:20])=[CH:16][C:15]=1[F:21])=[CH:9][CH:8]=[CH:7][CH:6]=2, predict the reaction product. The product is: [F:21][C:15]1[CH:16]=[C:17]([F:20])[CH:18]=[CH:19][C:14]=1[CH2:13][O:12][C:11]1[C:10]2[C:5](=[CH:6][CH:7]=[CH:8][CH:9]=2)[N:4]([CH2:22][C:23]2[CH:32]=[CH:31][C:26]([C:27]([O:29][CH3:30])=[O:28])=[CH:25][CH:24]=2)[C:3](=[O:33])[CH:2]=1. (7) Given the reactants [NH:1]1[CH2:6][CH2:5][C:4]2([C:15]3[C:10](=[CH:11][CH:12]=[CH:13][CH:14]=3)[C@@H:9]([NH:16][C:17](=[O:19])[CH3:18])[CH2:8][CH2:7]2)[CH2:3][CH2:2]1.Br[CH2:21][C:22](=[O:27])[C:23]([CH3:26])([CH3:25])[CH3:24].C(=O)([O-])[O-].[Na+].[Na+].C(O)(C(F)(F)F)=O, predict the reaction product. The product is: [CH3:24][C:23]([CH3:26])([CH3:25])[C:22](=[O:27])[CH2:21][N:1]1[CH2:6][CH2:5][C:4]2([C:15]3[C:10](=[CH:11][CH:12]=[CH:13][CH:14]=3)[C@@H:9]([NH:16][C:17](=[O:19])[CH3:18])[CH2:8][CH2:7]2)[CH2:3][CH2:2]1. (8) Given the reactants [CH2:1]([O:3][C:4]1[CH:5]=[C:6]([N:13]2[CH2:18][CH2:17][NH:16][CH2:15][CH2:14]2)[CH:7]=[CH:8][C:9]=1[N+:10]([O-:12])=[O:11])[CH3:2].I[CH2:20][CH2:21][CH3:22], predict the reaction product. The product is: [CH2:1]([O:3][C:4]1[CH:5]=[C:6]([N:13]2[CH2:14][CH2:15][N:16]([CH2:20][CH2:21][CH3:22])[CH2:17][CH2:18]2)[CH:7]=[CH:8][C:9]=1[N+:10]([O-:12])=[O:11])[CH3:2]. (9) Given the reactants [N+:1]([C:4]1[CH:12]=[C:11]2[C:7]([CH2:8][CH2:9][NH:10]2)=[CH:6][CH:5]=1)([O-:3])=[O:2].[C:13]1([N:19]=[C:20]=[O:21])[CH:18]=[CH:17][CH:16]=[CH:15][CH:14]=1, predict the reaction product. The product is: [C:13]1([NH:19][C:20]([N:10]2[C:11]3[C:7](=[CH:6][CH:5]=[C:4]([N+:1]([O-:3])=[O:2])[CH:12]=3)[CH2:8][CH2:9]2)=[O:21])[CH:18]=[CH:17][CH:16]=[CH:15][CH:14]=1.